This data is from Forward reaction prediction with 1.9M reactions from USPTO patents (1976-2016). The task is: Predict the product of the given reaction. (1) The product is: [Cl:10][C:11]1[CH:12]=[C:13]([CH:26]=[CH:27][C:28]=1[O:29][CH2:30][C:31]1[CH:36]=[CH:35][CH:34]=[C:33]([F:37])[CH:32]=1)[NH:14][C:15]1[C:24]2[C:19](=[CH:20][CH:21]=[CH:22][C:23]=2[O:9][CH2:8][CH2:7][N:4]2[CH2:5][CH2:6][O:1][CH2:2][CH2:3]2)[N:18]=[CH:17][N:16]=1. Given the reactants [O:1]1[CH2:6][CH2:5][N:4]([CH2:7][CH2:8][OH:9])[CH2:3][CH2:2]1.[Cl:10][C:11]1[CH:12]=[C:13]([CH:26]=[CH:27][C:28]=1[O:29][CH2:30][C:31]1[CH:36]=[CH:35][CH:34]=[C:33]([F:37])[CH:32]=1)[NH:14][C:15]1[C:24]2[C:19](=[CH:20][CH:21]=[CH:22][C:23]=2F)[N:18]=[CH:17][N:16]=1, predict the reaction product. (2) Given the reactants [O:1]=[C:2]1[C:6]2([CH2:11][CH2:10][N:9]([CH2:12][CH2:13][CH2:14][N:15]3[C:19]4[CH:20]=[CH:21][CH:22]=[CH:23][C:18]=4[NH:17][C:16]3=[O:24])[CH2:8][CH2:7]2)[N:5]([C:25]2[CH:30]=[CH:29][CH:28]=[CH:27][CH:26]=2)[CH2:4][N:3]1[CH2:31][C:32]1[CH:41]=[CH:40][C:35]([C:36]([O:38]C)=[O:37])=[CH:34][CH:33]=1.O.[OH-].[Li+], predict the reaction product. The product is: [O:1]=[C:2]1[C:6]2([CH2:7][CH2:8][N:9]([CH2:12][CH2:13][CH2:14][N:15]3[C:19]4[CH:20]=[CH:21][CH:22]=[CH:23][C:18]=4[NH:17][C:16]3=[O:24])[CH2:10][CH2:11]2)[N:5]([C:25]2[CH:30]=[CH:29][CH:28]=[CH:27][CH:26]=2)[CH2:4][N:3]1[CH2:31][C:32]1[CH:33]=[CH:34][C:35]([C:36]([OH:38])=[O:37])=[CH:40][CH:41]=1.